This data is from Reaction yield outcomes from USPTO patents with 853,638 reactions. The task is: Predict the reaction yield, written as a fraction of the theoretical maximum amount of product (1.0 means a 100% yield; for example, 0.34 means a 34% yield). (1) The reactants are [NH:1]1[C:9]2[C:4](=[CH:5]C=CC=2)[CH:3]=[CH:2]1.[NH2:10][C:11]1[N:16]=[CH:15][C:14](/[CH:17]=[CH:18]/[C:19]([OH:21])=O)=[CH:13][CH:12]=1.[CH3:22]CN(CC)CC.[CH:29]1[CH:30]=[CH:31][C:32]2N(O)N=[N:35][C:33]=2[CH:34]=1.O.C(Cl)CCl. The catalyst is CN(C=O)C.C(Cl)Cl. The product is [NH2:10][C:11]1[N:16]=[CH:15][C:14](/[CH:17]=[CH:18]/[C:19]([N:1]([CH2:2][C:3]2[C:32]3[C:33](=[CH:34][CH:29]=[CH:30][CH:31]=3)[N:35]([CH3:22])[C:4]=2[CH3:5])[CH3:9])=[O:21])=[CH:13][CH:12]=1. The yield is 0.970. (2) The reactants are [CH3:1][O:2][C:3](Cl)=[O:4].[NH2:6][C@@H:7]([CH:11]([CH3:13])[CH3:12])[C:8]([OH:10])=[O:9].[OH-].[Na+].C(=O)([O-])[O-].[Na+].[Na+]. The catalyst is O. The product is [CH3:1][O:2][C:3]([NH:6][C@@H:7]([CH:11]([CH3:13])[CH3:12])[C:8]([OH:10])=[O:9])=[O:4]. The yield is 0.930.